From a dataset of Catalyst prediction with 721,799 reactions and 888 catalyst types from USPTO. Predict which catalyst facilitates the given reaction. (1) Reactant: [C:1]([C:5]1[CH:12]=[CH:11][C:8]([CH2:9][NH2:10])=[CH:7][CH:6]=1)([CH3:4])([CH3:3])[CH3:2].C(N(CC)CC)C.Cl[C:21](Cl)([O:23]C(=O)OC(Cl)(Cl)Cl)Cl.O. Product: [C:1]([C:5]1[CH:6]=[CH:7][C:8]([CH2:9][N:10]=[C:21]=[O:23])=[CH:11][CH:12]=1)([CH3:4])([CH3:2])[CH3:3]. The catalyst class is: 4. (2) Reactant: OC(C(F)(F)F)=O.C(OC1C=CC(OC)=CC=1CNC)(=O)CCC.C([CH:29]([CH2:35][C:36]1[CH:41]=[CH:40][C:39]([O:42]C)=[CH:38][C:37]=1[CH2:44][N:45]([C:47]([O:49]C(C)(C)C)=O)[CH3:46])[CH2:30][C:31]([O:33][CH3:34])=[O:32])(OC)=O. Product: [OH:42][C:39]1[CH:40]=[CH:41][C:36]2[CH2:35][CH:29]([CH2:30][C:31]([O:33][CH3:34])=[O:32])[C:47](=[O:49])[N:45]([CH3:46])[CH2:44][C:37]=2[CH:38]=1. The catalyst class is: 2.